Dataset: Full USPTO retrosynthesis dataset with 1.9M reactions from patents (1976-2016). Task: Predict the reactants needed to synthesize the given product. (1) Given the product [Cl:26][C:27]1[CH:39]=[CH:38][C:30]2[CH:31]=[C:32]([S:34]([NH:1][C@H:2]3[CH2:6][CH2:5][N:4]([C:7]4[CH:8]=[C:9]5[C:14](=[CH:15][C:16]=4[F:17])[CH2:13][N:12]([C:18]([O:20][C:21]([CH3:22])([CH3:24])[CH3:23])=[O:19])[CH2:11][CH2:10]5)[C:3]3=[O:25])(=[O:35])=[O:36])[S:33][C:29]=2[CH:28]=1, predict the reactants needed to synthesize it. The reactants are: [NH2:1][C@H:2]1[CH2:6][CH2:5][N:4]([C:7]2[CH:8]=[C:9]3[C:14](=[CH:15][C:16]=2[F:17])[CH2:13][N:12]([C:18]([O:20][C:21]([CH3:24])([CH3:23])[CH3:22])=[O:19])[CH2:11][CH2:10]3)[C:3]1=[O:25].[Cl:26][C:27]1[CH:39]=[CH:38][C:30]2[CH:31]=[C:32]([S:34](Cl)(=[O:36])=[O:35])[S:33][C:29]=2[CH:28]=1. (2) Given the product [NH:18]([C:1]([O:3][CH2:4][CH:5]1[C:6]2[C:11](=[CH:10][CH:9]=[CH:8][CH:7]=2)[C:12]2[C:17]1=[CH:16][CH:15]=[CH:14][CH:13]=2)=[O:2])[C@H:19]([C:30]([OH:32])=[O:31])[CH2:20][C:21]1[C:29]2[C:24](=[CH:25][CH:26]=[CH:27][CH:28]=2)[NH:23][C:22]=1[S:42][C:37]1[C:36]([N+:33]([O-:35])=[O:34])=[CH:41][CH:40]=[CH:39][CH:38]=1, predict the reactants needed to synthesize it. The reactants are: [C:1]([NH:18][C@H:19]([C:30]([OH:32])=[O:31])[CH2:20][C:21]1[C:29]2[C:24](=[CH:25][CH:26]=[CH:27][CH:28]=2)[NH:23][CH:22]=1)([O:3][CH2:4][CH:5]1[C:17]2[C:12](=[CH:13][CH:14]=[CH:15][CH:16]=2)[C:11]2[C:6]1=[CH:7][CH:8]=[CH:9][CH:10]=2)=[O:2].[N+:33]([C:36]1[CH:41]=[CH:40][CH:39]=[CH:38][C:37]=1[S:42]Cl)([O-:35])=[O:34].C(OCC)C.O. (3) Given the product [Cl:43][C:25]1[C:26]([NH:28][C:29]2[CH:34]=[CH:33][C:32]([N:35]3[CH2:36][CH2:37][N:38]([CH3:41])[CH2:39][CH2:40]3)=[C:31]([CH3:42])[CH:30]=2)=[N:27][C:22]([NH:1][C:2]2[C:18]([O:19][CH3:20])=[CH:17][C:5]3[CH2:6][CH2:7][N:8]([CH2:11][C:12]([N:14]([CH3:16])[CH3:15])=[O:13])[CH2:9][CH2:10][C:4]=3[CH:3]=2)=[N:23][CH:24]=1, predict the reactants needed to synthesize it. The reactants are: [NH2:1][C:2]1[C:18]([O:19][CH3:20])=[CH:17][C:5]2[CH2:6][CH2:7][N:8]([CH2:11][C:12]([N:14]([CH3:16])[CH3:15])=[O:13])[CH2:9][CH2:10][C:4]=2[CH:3]=1.Cl[C:22]1[N:27]=[C:26]([NH:28][C:29]2[CH:34]=[CH:33][C:32]([N:35]3[CH2:40][CH2:39][N:38]([CH3:41])[CH2:37][CH2:36]3)=[C:31]([CH3:42])[CH:30]=2)[C:25]([Cl:43])=[CH:24][N:23]=1.